From a dataset of Catalyst prediction with 721,799 reactions and 888 catalyst types from USPTO. Predict which catalyst facilitates the given reaction. (1) Reactant: [CH3:1][O:2][C:3]1[C:12]([NH:13][C:14](=[O:22])OC2C=CC=CC=2)=[N:11][C:10]2[C:5](=[CH:6][CH:7]=[CH:8][CH:9]=2)[N:4]=1.[C:23]1([N:29]2[CH2:34][CH2:33][NH:32][CH2:31][CH2:30]2)[CH:28]=[CH:27][CH:26]=[CH:25][CH:24]=1.C1CCN2C(=NCCC2)CC1. Product: [CH3:1][O:2][C:3]1[C:12]([NH:13][C:14]([N:32]2[CH2:33][CH2:34][N:29]([C:23]3[CH:28]=[CH:27][CH:26]=[CH:25][CH:24]=3)[CH2:30][CH2:31]2)=[O:22])=[N:11][C:10]2[C:5](=[CH:6][CH:7]=[CH:8][CH:9]=2)[N:4]=1. The catalyst class is: 7. (2) Reactant: [Br:1]Br.[OH:3][CH2:4][C:5]([CH3:10])([CH3:9])[C:6](=[O:8])[CH3:7].C(OCC)(=O)C.O. Product: [Br:1][CH2:7][C:6](=[O:8])[C:5]([CH3:10])([CH3:9])[CH2:4][OH:3]. The catalyst class is: 5. (3) Reactant: [S:1]1[CH:5]=[CH:4][CH:3]=[C:2]1[C:6]1[CH:11]=[CH:10][C:9]([OH:12])=[CH:8][CH:7]=1.Cl[CH2:14][C:15]#[N:16].C(=O)([O-])[O-].[K+].[K+]. Product: [C:15]([CH2:14][O:12][C:9]1[CH:10]=[CH:11][C:6]([C:2]2[S:1][CH:5]=[CH:4][CH:3]=2)=[CH:7][CH:8]=1)#[N:16]. The catalyst class is: 18. (4) Reactant: [NH2:1][C:2]1[N:7]=[CH:6][N:5]=[C:4]2[NH:8][N:9]=[C:10]([C:11]#[N:12])[C:3]=12.[H-].[Na+].Cl[CH:16]([C:18]1[C:27]([C:28]2[CH:29]=[N:30][CH:31]=[C:32]([F:34])[CH:33]=2)=[CH:26][C:25]2[C:20](=[CH:21][CH:22]=[C:23]([F:35])[CH:24]=2)[N:19]=1)[CH3:17]. Product: [NH2:1][C:2]1[N:7]=[CH:6][N:5]=[C:4]2[N:8]([CH:16]([C:18]3[C:27]([C:28]4[CH:29]=[N:30][CH:31]=[C:32]([F:34])[CH:33]=4)=[CH:26][C:25]4[C:20](=[CH:21][CH:22]=[C:23]([F:35])[CH:24]=4)[N:19]=3)[CH3:17])[N:9]=[C:10]([C:11]#[N:12])[C:3]=12. The catalyst class is: 215. (5) The catalyst class is: 5. Product: [F:12][C:13]([F:20])([F:19])[C:14]([NH:11][C@H:9]([CH3:10])[CH2:8][O:1][C:2]1[CH:7]=[CH:6][CH:5]=[CH:4][CH:3]=1)=[O:15]. Reactant: [O:1]([CH2:8][C@H:9]([NH2:11])[CH3:10])[C:2]1[CH:7]=[CH:6][CH:5]=[CH:4][CH:3]=1.[F:12][C:13]([F:20])([F:19])[C:14](OCC)=[O:15]. (6) Reactant: [NH2:1][C:2]1[CH:3]=[CH:4][CH:5]=[C:6]2[C:11]=1[CH:10]=[C:9]([OH:12])[CH:8]=[CH:7]2.[C:13]([O:17][C:18](O[C:18]([O:17][C:13]([CH3:16])([CH3:15])[CH3:14])=[O:19])=[O:19])([CH3:16])([CH3:15])[CH3:14]. Product: [OH:12][C:9]1[CH:10]=[C:11]2[C:6]([CH:5]=[CH:4][CH:3]=[C:2]2[NH:1][C:18](=[O:19])[O:17][C:13]([CH3:16])([CH3:15])[CH3:14])=[CH:7][CH:8]=1. The catalyst class is: 7.